Dataset: Forward reaction prediction with 1.9M reactions from USPTO patents (1976-2016). Task: Predict the product of the given reaction. (1) Given the reactants NC1C=C[C:5]([C:6]([NH:8][C:9]2[CH:14]=[CH:13][C:12](N)=[CH:11][CH:10]=2)=[O:7])=CC=1.F[C:34](F)(F)[C:28]1[CH:29]=[C:30](N)[CH:32]=[CH:33][C:27]=1[C:27]1[CH:33]=[CH:32][C:30](N)=[CH:29][C:28]=1[C:34](F)(F)F.C([OH:46])CCCCC.C[N:48]1[CH2:52][CH2:51][CH2:50][C:49]1=O, predict the reaction product. The product is: [CH3:50][CH2:49][N:48]([CH2:5][C:6]([NH:8][C:9]1[CH:10]=[CH:11][CH:12]=[C:13]([O:46][CH2:34][C:28]2[CH:27]=[CH:33][CH:32]=[CH:30][CH:29]=2)[CH:14]=1)=[O:7])[CH2:52][CH3:51]. (2) Given the reactants CN(C(ON1N=NC2C=CC=CC1=2)=[N+](C)C)C.F[P-](F)(F)(F)(F)F.[NH2:25][C@H:26]([C:52]([O:54]C)=[O:53])[CH2:27][C:28]1[N:32]=[CH:31][N:30]([C:33]([C:46]2[CH:51]=[CH:50][CH:49]=[CH:48][CH:47]=2)([C:40]2[CH:45]=[CH:44][CH:43]=[CH:42][CH:41]=2)[C:34]2[CH:39]=[CH:38][CH:37]=[CH:36][CH:35]=2)[CH:29]=1.Cl.[NH:57]1[C:61](=[O:62])[CH2:60][CH2:59][C@H:58]1[C:63](O)=[O:64].CCN(C(C)C)C(C)C, predict the reaction product. The product is: [NH:57]1[C:61](=[O:62])[CH2:60][CH2:59][C@H:58]1[C:63]([NH:25][C@H:26]([C:52]([OH:54])=[O:53])[CH2:27][C:28]1[N:32]=[CH:31][N:30]([C:33]([C:46]2[CH:47]=[CH:48][CH:49]=[CH:50][CH:51]=2)([C:40]2[CH:41]=[CH:42][CH:43]=[CH:44][CH:45]=2)[C:34]2[CH:39]=[CH:38][CH:37]=[CH:36][CH:35]=2)[CH:29]=1)=[O:64]. (3) Given the reactants C([O:3][C:4](=[O:27])[CH2:5][C:6]1[C:7](=[O:26])[O:8][C:9]2[C:14]([C:15]=1[C:16]1[CH:21]=[CH:20][CH:19]=[CH:18][CH:17]=1)=[CH:13][C:12]1[CH2:22][CH2:23][C:24](=[O:25])[C:11]=1[CH:10]=2)C.Cl, predict the reaction product. The product is: [O:26]=[C:7]1[C:6]([CH2:5][C:4]([OH:27])=[O:3])=[C:15]([C:16]2[CH:17]=[CH:18][CH:19]=[CH:20][CH:21]=2)[C:14]2[C:9](=[CH:10][C:11]3[C:24](=[O:25])[CH2:23][CH2:22][C:12]=3[CH:13]=2)[O:8]1. (4) Given the reactants [N-:1]=[N+:2]=[N-:3].[Na+].[CH3:5][O:6][C:7](=[O:17])[C:8]1[CH:13]=[CH:12][C:11]([CH2:14]Br)=[C:10]([F:16])[CH:9]=1, predict the reaction product. The product is: [CH3:5][O:6][C:7](=[O:17])[C:8]1[CH:13]=[CH:12][C:11]([CH2:14][N:1]=[N+:2]=[N-:3])=[C:10]([F:16])[CH:9]=1. (5) Given the reactants [F:1][C:2]1[CH:3]=[CH:4][C:5]2[S:9][CH:8]=[N:7][C:6]=2[CH:10]=1.I[C:12]1[C:13]([NH:22][C@@H:23]2[CH2:28][CH2:27][CH2:26][N:25]([C:29]([O:31][C:32]([CH3:35])([CH3:34])[CH3:33])=[O:30])[CH2:24]2)=[N:14][C:15]([S:20][CH3:21])=[N:16][C:17]=1[O:18][CH3:19].C([O-])([O-])=O.[Cs+].[Cs+], predict the reaction product. The product is: [F:1][C:2]1[CH:3]=[CH:4][C:5]2[S:9][C:8]([C:12]3[C:13]([NH:22][C@@H:23]4[CH2:28][CH2:27][CH2:26][N:25]([C:29]([O:31][C:32]([CH3:35])([CH3:34])[CH3:33])=[O:30])[CH2:24]4)=[N:14][C:15]([S:20][CH3:21])=[N:16][C:17]=3[O:18][CH3:19])=[N:7][C:6]=2[CH:10]=1. (6) Given the reactants C(OC(=O)C)C.[ClH:7].[O:8]=[C:9]1[N:14]([C:15]2[CH:20]=[CH:19][C:18]([O:21][CH2:22][C:23]([F:26])([F:25])[F:24])=[CH:17][CH:16]=2)[C:13]([S:27][CH2:28][CH2:29][NH:30]C(=O)OC(C)(C)C)=[N:12][C:11]2=[CH:38][S:39][CH:40]=[C:10]12, predict the reaction product. The product is: [ClH:7].[NH2:30][CH2:29][CH2:28][S:27][C:13]1[N:14]([C:15]2[CH:16]=[CH:17][C:18]([O:21][CH2:22][C:23]([F:24])([F:26])[F:25])=[CH:19][CH:20]=2)[C:9](=[O:8])[C:10]2[C:11](=[CH:38][S:39][CH:40]=2)[N:12]=1. (7) Given the reactants Cl.[Cl:2][C:3]1[CH:8]=[C:7]([Cl:9])[CH:6]=[CH:5][C:4]=1[NH:10][C:11]1[C:16]2[N:17]=[CH:18][N:19]([CH3:20])[C:15]=2[C:14]([C:21]([OH:23])=O)=[CH:13][N:12]=1.[NH:24]1[CH2:28][CH2:27][CH2:26][CH2:25]1, predict the reaction product. The product is: [ClH:2].[Cl:2][C:3]1[CH:8]=[C:7]([Cl:9])[CH:6]=[CH:5][C:4]=1[NH:10][C:11]1[C:16]2[N:17]=[CH:18][N:19]([CH3:20])[C:15]=2[C:14]([C:21]([N:24]2[CH2:28][CH2:27][CH2:26][CH2:25]2)=[O:23])=[CH:13][N:12]=1. (8) Given the reactants C([N:8]1[CH2:13][CH2:12][CH:11]([C:14]2[CH:15]=[CH:16][C:17]([Cl:22])=[C:18]([CH:21]=2)[C:19]#[N:20])[CH2:10][CH2:9]1)C1C=CC=CC=1.ClC(OC(Cl)=O)C, predict the reaction product. The product is: [Cl:22][C:17]1[CH:16]=[CH:15][C:14]([CH:11]2[CH2:12][CH2:13][NH:8][CH2:9][CH2:10]2)=[CH:21][C:18]=1[C:19]#[N:20]. (9) Given the reactants [CH2:1]([C:5]1[O:6][C:7]2[CH:13]=[CH:12][C:11]([NH2:14])=[CH:10][C:8]=2[CH:9]=1)[CH2:2][CH2:3][CH3:4].CCN(CC)CC.[CH3:22][S:23](Cl)(=[O:25])=[O:24], predict the reaction product. The product is: [CH2:1]([C:5]1[O:6][C:7]2[CH:13]=[CH:12][C:11]([N:14]([S:23]([CH3:22])(=[O:25])=[O:24])[S:23]([CH3:22])(=[O:25])=[O:24])=[CH:10][C:8]=2[CH:9]=1)[CH2:2][CH2:3][CH3:4].